This data is from Catalyst prediction with 721,799 reactions and 888 catalyst types from USPTO. The task is: Predict which catalyst facilitates the given reaction. (1) Reactant: [H-].[Na+].[NH:3]1[CH2:7][CH2:6][C@H:5]([CH2:8][OH:9])[CH2:4]1.[Cl:10][C:11]1[CH:12]=[C:13]([NH:25][C:26]2[C:35]3[C:30](=[CH:31][CH:32]=[CH:33][C:34]=3F)[N:29]=[CH:28][N:27]=2)[CH:14]=[CH:15][C:16]=1[O:17][CH2:18][C:19]1[CH:24]=[CH:23][CH:22]=[CH:21][N:20]=1. Product: [Cl:10][C:11]1[CH:12]=[C:13]([NH:25][C:26]2[C:35]3[C:30](=[CH:31][CH:32]=[CH:33][C:34]=3[O:9][CH2:8][C@H:5]3[CH2:6][CH2:7][NH:3][CH2:4]3)[N:29]=[CH:28][N:27]=2)[CH:14]=[CH:15][C:16]=1[O:17][CH2:18][C:19]1[CH:24]=[CH:23][CH:22]=[CH:21][N:20]=1. The catalyst class is: 44. (2) Reactant: [Cl:1][C:2]1[CH:3]=[C:4]2[C:10](/[CH:11]=[C:12]3/[C:13](=[O:18])[NH:14][C:15](=S)[NH:16]/3)=[CH:9][NH:8][C:5]2=[N:6][CH:7]=1.[CH3:19][NH:20][CH2:21][C:22]1[CH:27]=[CH:26][CH:25]=[CH:24][CH:23]=1. Product: [CH2:21]([N:20]([CH3:19])[C:15]1[NH:14][C:13](=[O:18])/[C:12](=[CH:11]/[C:10]2[C:4]3[C:5](=[N:6][CH:7]=[C:2]([Cl:1])[CH:3]=3)[NH:8][CH:9]=2)/[N:16]=1)[C:22]1[CH:27]=[CH:26][CH:25]=[CH:24][CH:23]=1. The catalyst class is: 8. (3) Reactant: [C:1](Cl)(=O)[C:2]([Cl:4])=[O:3].CN(C)C=O.[F:12][C:13]([F:27])([F:26])[C:14]1[CH:25]=[CH:24][C:17]2[S:18]C(C(O)=O)=[CH:20][C:16]=2[CH:15]=1. Product: [F:27][C:13]([F:12])([F:26])[C:14]1[CH:25]=[CH:24][C:17]2[S:18][C:1]([C:2]([Cl:4])=[O:3])=[CH:20][C:16]=2[CH:15]=1. The catalyst class is: 4. (4) Reactant: [CH3:1][CH2:2][Mg+].[Br-].[CH3:5][O:6][CH2:7][CH2:8][O:9][C:10]1[CH:15]=[CH:14][C:13]([C@@H:16]([N:18]2[CH2:23][C@@H:22]3[CH2:24][C@H:19]2[CH2:20][N:21]3[CH:25]=[O:26])[CH3:17])=[C:12]([CH3:27])[C:11]=1[CH3:28].[CH3:29][N:30]1[CH2:34][CH2:33][CH2:32][C:31]1=O. Product: [CH2:1]([C:31]1[N:30]=[CH:29][C:34]([C:25]([N:21]2[CH2:20][C@@H:19]3[CH2:24][C@H:22]2[CH2:23][N:18]3[C@H:16]([C:13]2[CH:14]=[CH:15][C:10]([O:9][CH2:8][CH2:7][O:6][CH3:5])=[C:11]([CH3:28])[C:12]=2[CH3:27])[CH3:17])=[O:26])=[CH:33][CH:32]=1)[CH3:2]. The catalyst class is: 220. (5) Reactant: [N:1]1[CH:6]=[CH:5][CH:4]=[C:3]([C:7]2[S:8][C:9]([C:16]([OH:18])=O)=[C:10]([C:12]([F:15])([F:14])[F:13])[N:11]=2)[CH:2]=1.S(Cl)(Cl)=O.[CH3:23][S:24][CH2:25][CH2:26][NH2:27].C(N(CC)CC)C. Product: [CH3:23][S:24][CH2:25][CH2:26][NH:27][C:16]([C:9]1[S:8][C:7]([C:3]2[CH:2]=[N:1][CH:6]=[CH:5][CH:4]=2)=[N:11][C:10]=1[C:12]([F:13])([F:14])[F:15])=[O:18]. The catalyst class is: 2. (6) The catalyst class is: 15. Reactant: [CH:1]1([C:6]2[CH:11]=[CH:10][CH:9]=[CH:8][C:7]=2[C:12]([F:15])([F:14])[F:13])[CH2:5][CH2:4][CH2:3][CH2:2]1.[Br:16]Br.OS(O)(=O)=O. Product: [Br:16][C:9]1[CH:10]=[CH:11][C:6]([CH:1]2[CH2:2][CH2:3][CH2:4][CH2:5]2)=[C:7]([C:12]([F:13])([F:14])[F:15])[CH:8]=1. (7) Reactant: C([O:8][C:9]1[C:10]([CH2:19][CH:20]([C:22]2[CH:27]=[CH:26][CH:25]=[CH:24][CH:23]=2)O)=[CH:11][CH:12]=[C:13]2[C:18]=1[N:17]=[CH:16][CH:15]=[CH:14]2)C1C=CC=CC=1.[O:28]([CH2:35][C:36]#[N:37])[C:29]1[CH:34]=[CH:33][CH:32]=[CH:31][CH:30]=1.[S:38](=O)(=[O:41])([OH:40])[OH:39].C(=O)(O)[O-:44].[Na+]. Product: [O:28]([CH2:35][C:36]([NH:37][CH:20]([C:22]1[CH:23]=[CH:24][CH:25]=[CH:26][CH:27]=1)[CH2:19][C:10]1[C:9]([O:8][S:38](=[O:40])(=[O:39])[OH:41])=[C:18]2[C:13]([CH:14]=[CH:15][CH:16]=[N:17]2)=[CH:12][CH:11]=1)=[O:44])[C:29]1[CH:34]=[CH:33][CH:32]=[CH:31][CH:30]=1. The catalyst class is: 6.